Dataset: Forward reaction prediction with 1.9M reactions from USPTO patents (1976-2016). Task: Predict the product of the given reaction. (1) Given the reactants [CH:1]1([NH:6][C:7]2[S:11][CH:10]=[N:9][C:8]=2[C:12](O)=O)[CH2:5][CH2:4][CH2:3][CH2:2]1.C(N(C(C)C)CC)(C)C.[CH3:24][C:25]1[CH:26]=[C:27]([NH2:32])[C:28]([NH2:31])=[CH:29][CH:30]=1.CN(C(ON1N=NC2C=CC=CC1=2)=[N+](C)C)C.[B-](F)(F)(F)F, predict the reaction product. The product is: [CH:1]1([NH:6][C:7]2[S:11][CH:10]=[N:9][C:8]=2[C:12]2[NH:31][C:28]3[CH:29]=[CH:30][C:25]([CH3:24])=[CH:26][C:27]=3[N:32]=2)[CH2:5][CH2:4][CH2:3][CH2:2]1. (2) The product is: [OH:16][C:9]([C:10]1[CH:15]=[CH:14][CH:13]=[CH:12][CH:11]=1)([CH2:3][C:4]([O:6][CH2:7][CH3:8])=[O:5])/[CH:17]=[CH:18]/[C:19]([O:21][CH2:22][CH3:23])=[O:20]. Given the reactants Br[Zn][CH2:3][C:4]([O:6][CH2:7][CH3:8])=[O:5].[C:9](/[CH:17]=[CH:18]/[C:19]([O:21][CH2:22][CH3:23])=[O:20])(=[O:16])[C:10]1[CH:15]=[CH:14][CH:13]=[CH:12][CH:11]=1.Cl.C(OCC)(=O)C, predict the reaction product. (3) Given the reactants [F:1][CH:2]([F:13])[O:3][C:4]1[CH:12]=[CH:11][C:7]([C:8]([OH:10])=O)=[CH:6][CH:5]=1.CN(C(ON1N=NC2C=CC=NC1=2)=[N+](C)C)C.F[P-](F)(F)(F)(F)F.Cl.[F:39][C:40]1[CH:45]=[C:44]([S:46]([CH3:49])(=[O:48])=[O:47])[CH:43]=[CH:42][C:41]=1[N:50]1[C:54]2=[N:55][CH:56]=[N:57][C:58]([O:59][CH:60]3[CH2:65][CH2:64][NH:63][CH2:62][CH2:61]3)=[C:53]2[CH:52]=[N:51]1.C(N(CC)CC)C, predict the reaction product. The product is: [F:13][CH:2]([F:1])[O:3][C:4]1[CH:5]=[CH:6][C:7]([C:8]([N:63]2[CH2:64][CH2:65][CH:60]([O:59][C:58]3[N:57]=[CH:56][N:55]=[C:54]4[N:50]([C:41]5[CH:42]=[CH:43][C:44]([S:46]([CH3:49])(=[O:48])=[O:47])=[CH:45][C:40]=5[F:39])[N:51]=[CH:52][C:53]=34)[CH2:61][CH2:62]2)=[O:10])=[CH:11][CH:12]=1.